From a dataset of CYP2C19 inhibition data for predicting drug metabolism from PubChem BioAssay. Regression/Classification. Given a drug SMILES string, predict its absorption, distribution, metabolism, or excretion properties. Task type varies by dataset: regression for continuous measurements (e.g., permeability, clearance, half-life) or binary classification for categorical outcomes (e.g., BBB penetration, CYP inhibition). Dataset: cyp2c19_veith. (1) The drug is N=C(N)SCc1nc(-c2ccc(Cl)cc2)no1. The result is 1 (inhibitor). (2) The drug is CCCCc1ccc2nc(NC(=O)OC)[nH]c2c1. The result is 0 (non-inhibitor). (3) The compound is C[C@H]1CC[C@]2(OC1)O[C@@H]1C[C@@H]3[C@@H]4CC[C@H]5C[C@@H](O)CC[C@]5(C)[C@@H]4CC(=O)[C@@]3(C)[C@H]1[C@@H]2C. The result is 0 (non-inhibitor).